Dataset: Reaction yield outcomes from USPTO patents with 853,638 reactions. Task: Predict the reaction yield, written as a fraction of the theoretical maximum amount of product (1.0 means a 100% yield; for example, 0.34 means a 34% yield). (1) The reactants are [Br:1][C:2]1[CH:8]=[CH:7][C:5]([NH2:6])=[C:4]([F:9])[CH:3]=1.[N:10]([C:13]1[CH:18]=[CH:17][CH:16]=[C:15]([C:19]([F:22])([F:21])[F:20])[CH:14]=1)=[C:11]=[O:12]. The catalyst is C1COCC1. The product is [Br:1][C:2]1[CH:8]=[CH:7][C:5]([NH:6][C:11]([NH:10][C:13]2[CH:18]=[CH:17][CH:16]=[C:15]([C:19]([F:20])([F:21])[F:22])[CH:14]=2)=[O:12])=[C:4]([F:9])[CH:3]=1. The yield is 0.600. (2) The reactants are [CH3:1][C:2]1[C:6]([CH2:7][N:8]2[CH:12]=[C:11]([N:13]3[C:17](=[O:18])[CH2:16][NH:15][C:14]3=[O:19])[CH:10]=[N:9]2)=[C:5]([CH3:20])[O:4][N:3]=1.ClC[C:23]1[C:24]([CH3:29])=[N:25][N:26]([CH3:28])[CH:27]=1.[C:30](=O)([O-])[O-].[Cs+].[Cs+]. The catalyst is CN(C=O)C. The product is [CH3:28][N:26]1[C:27]([CH2:30][N:15]2[CH2:16][C:17](=[O:18])[N:13]([C:11]3[CH:10]=[N:9][N:8]([CH2:7][C:6]4[C:2]([CH3:1])=[N:3][O:4][C:5]=4[CH3:20])[CH:12]=3)[C:14]2=[O:19])=[CH:23][C:24]([CH3:29])=[N:25]1. The yield is 0.530. (3) The reactants are [CH2:1]([N:8]1[CH2:13][CH:12]=[C:11]([CH3:14])[CH2:10][CH2:9]1)[C:2]1[CH:7]=[CH:6][CH:5]=[CH:4][CH:3]=1.[BH4-].[Na+].B(F)(F)F.CC[O:23]CC.O. The catalyst is C1COCC1. The product is [CH2:1]([N:8]1[CH2:9][CH2:10][CH:11]([CH3:14])[CH:12]([OH:23])[CH2:13]1)[C:2]1[CH:7]=[CH:6][CH:5]=[CH:4][CH:3]=1. The yield is 0.920.